From a dataset of Forward reaction prediction with 1.9M reactions from USPTO patents (1976-2016). Predict the product of the given reaction. (1) Given the reactants [CH2:1]([CH2:6][NH2:7])[CH2:2][C:3](O)=[O:4].[P:8]([OH:11])([OH:10])[OH:9].Cl.N1C=CC=C(CC(O)=[O:21])C=1.[OH:23][PH:24]([OH:26])=[O:25].P(Cl)(Cl)(Cl)=O, predict the reaction product. The product is: [CH2:1]([CH2:6][NH2:7])[CH2:2][C:3]([P:24]([OH:26])([OH:25])=[O:23])([P:8]([OH:11])([OH:10])=[O:9])[OH:4].[OH2:21]. (2) Given the reactants [NH2:1][C:2]1[C:11]2=[CH:12][N:13]([CH:15]3[O:23][CH:22]4[CH:17]([O:18][Si:19]([C:28]([CH3:31])([CH3:30])[CH3:29])([C:24]([CH3:27])([CH3:26])[CH3:25])[O:20][CH2:21]4)[C:16]3([OH:33])[CH3:32])[N:14]=[C:9]3[C:10]2=[C:4]([C:5](=[O:34])[NH:6][N:7]=[CH:8]3)[CH:3]=1.[C:35](Cl)(=[O:44])[O:36][CH2:37][O:38][C:39](=[O:43])[CH:40]([CH3:42])[CH3:41], predict the reaction product. The product is: [C:24]([Si:19]1([C:28]([CH3:31])([CH3:30])[CH3:29])[O:18][CH:17]2[C:16]([OH:33])([CH3:32])[CH:15]([N:13]3[CH:12]=[C:11]4[C:2]([NH:1][C:35]([O:36][CH2:37][O:38][C:39](=[O:43])[CH:40]([CH3:42])[CH3:41])=[O:44])=[CH:3][C:4]5[C:5](=[O:34])[NH:6][N:7]=[CH:8][C:9]([C:10]=54)=[N:14]3)[O:23][CH:22]2[CH2:21][O:20]1)([CH3:26])([CH3:25])[CH3:27]. (3) Given the reactants [H-].[Na+].[S:3]1[C:7]2[CH:8]=[C:9]([NH:12][S:13]([CH3:16])(=[O:15])=[O:14])[CH:10]=[CH:11][C:6]=2[N:5]=[CH:4]1.I[CH3:18], predict the reaction product. The product is: [S:3]1[C:7]2[CH:8]=[C:9]([N:12]([CH3:18])[S:13]([CH3:16])(=[O:14])=[O:15])[CH:10]=[CH:11][C:6]=2[N:5]=[CH:4]1.